This data is from Forward reaction prediction with 1.9M reactions from USPTO patents (1976-2016). The task is: Predict the product of the given reaction. (1) Given the reactants [NH2:1][C:2]1[N:7]=[C:6]([CH2:8][CH2:9][O:10][C:11]2[CH:33]=[CH:32][C:14]([CH2:15][C@@H:16]([C:28]([O:30][CH3:31])=[O:29])[NH:17][C:18]([C:20]3[C:25]([Cl:26])=[CH:24][CH:23]=[CH:22][C:21]=3[Cl:27])=[O:19])=[CH:13][CH:12]=2)[CH:5]=[CH:4][CH:3]=1.C(O)(=O)C.[CH:38]1([CH:41]=O)[CH2:40][CH2:39]1.[BH-](OC(C)=O)(OC(C)=O)OC(C)=O.[Na+], predict the reaction product. The product is: [CH:38]1([CH2:41][NH:1][C:2]2[N:7]=[C:6]([CH2:8][CH2:9][O:10][C:11]3[CH:12]=[CH:13][C:14]([CH2:15][C@@H:16]([C:28]([O:30][CH3:31])=[O:29])[NH:17][C:18]([C:20]4[C:21]([Cl:27])=[CH:22][CH:23]=[CH:24][C:25]=4[Cl:26])=[O:19])=[CH:32][CH:33]=3)[CH:5]=[CH:4][CH:3]=2)[CH2:40][CH2:39]1. (2) Given the reactants CC1(C)C2C(=C(P(C3C=CC=CC=3)C3C=CC=CC=3)C=CC=2)OC2C(P(C3C=CC=CC=3)C3C=CC=CC=3)=CC=CC1=2.C([O-])([O-])=O.[Cs+].[Cs+].Cl[C:50]1[C:55](=[O:56])[N:54]([CH3:57])[CH:53]=[C:52]2[CH2:58][N:59]([CH2:62][CH2:63][C:64]3[N:68]([CH3:69])[C:67]4[CH:70]=[CH:71][CH:72]=[CH:73][C:66]=4[N:65]=3)[C:60](=[O:61])[C:51]=12.[NH:74]1[CH2:79][CH2:78][O:77][CH2:76][CH2:75]1, predict the reaction product. The product is: [CH3:57][N:54]1[C:55](=[O:56])[C:50]([N:74]2[CH2:79][CH2:78][O:77][CH2:76][CH2:75]2)=[C:51]2[C:60](=[O:61])[N:59]([CH2:62][CH2:63][C:64]3[N:68]([CH3:69])[C:67]4[CH:70]=[CH:71][CH:72]=[CH:73][C:66]=4[N:65]=3)[CH2:58][C:52]2=[CH:53]1. (3) Given the reactants [Cl:1][C:2]1[C:7]([S:8]([N:11]=[CH:12][N:13]([CH3:15])[CH3:14])(=[O:10])=[O:9])=[CH:6][C:5]([CH2:16][NH:17][CH:18]2[CH2:23][CH:22]([CH3:24])[CH2:21][C:20]([CH3:26])([CH3:25])[CH2:19]2)=[CH:4][CH:3]=1.[CH3:27][S:28](Cl)(=[O:30])=[O:29].N1C=CC=CC=1, predict the reaction product. The product is: [Cl:1][C:2]1[C:7]([S:8]([N:11]=[CH:12][N:13]([CH3:15])[CH3:14])(=[O:10])=[O:9])=[CH:6][C:5]([CH2:16][N:17]([CH:18]2[CH2:23][CH:22]([CH3:24])[CH2:21][C:20]([CH3:25])([CH3:26])[CH2:19]2)[S:28]([CH3:27])(=[O:30])=[O:29])=[CH:4][CH:3]=1. (4) Given the reactants ClC1C=CC2OC(NC[C@@H]3[C@H](C)CCCN3C(OCC=C)=O)=NC=2C=1.[NH2:26][CH2:27][C@@H:28]1[C@H:33]([CH3:34])[CH2:32][CH2:31][CH2:30][N:29]1[C:35]([C:37]1[CH:42]=[C:41]([CH3:43])[CH:40]=[CH:39][C:38]=1[C:44]1[CH:49]=[CH:48][CH:47]=[CH:46][N:45]=1)=[O:36].Cl[C:51]1[O:52][C:53]2[CH:59]=[CH:58][C:57]([F:60])=[CH:56][C:54]=2[N:55]=1, predict the reaction product. The product is: [F:60][C:57]1[CH:58]=[CH:59][C:53]2[O:52][C:51]([NH:26][CH2:27][C@@H:28]3[C@H:33]([CH3:34])[CH2:32][CH2:31][CH2:30][N:29]3[C:35]([C:37]3[CH:42]=[C:41]([CH3:43])[CH:40]=[CH:39][C:38]=3[C:44]3[CH:49]=[CH:48][CH:47]=[CH:46][N:45]=3)=[O:36])=[N:55][C:54]=2[CH:56]=1.